From a dataset of Full USPTO retrosynthesis dataset with 1.9M reactions from patents (1976-2016). Predict the reactants needed to synthesize the given product. (1) Given the product [C:23]([C:2]1[CH:7]=[C:6]([O:8][C:9]2[C:10]([CH3:18])=[N:11][C:12]([N+:15]([O-:17])=[O:16])=[CH:13][CH:14]=2)[CH:5]=[CH:4][N:3]=1)#[CH:24], predict the reactants needed to synthesize it. The reactants are: Cl[C:2]1[CH:7]=[C:6]([O:8][C:9]2[C:10]([CH3:18])=[N:11][C:12]([N+:15]([O-:17])=[O:16])=[CH:13][CH:14]=2)[CH:5]=[CH:4][N:3]=1.C[Si]([C:23]#[CH:24])(C)C.CCCC[N+](CCCC)(CCCC)CCCC.[F-]. (2) Given the product [N:2]1[NH:28][N:29]=[N:30][C:1]=1[C:3]1[CH:4]=[CH:5][C:6]([C:9]2[C:14]([C:15]#[N:16])=[C:13]([C:17]3[CH:22]=[CH:21][C:20]([OH:23])=[CH:19][C:18]=3[F:24])[N:12]=[C:11]3[NH:25][N:26]=[CH:27][C:10]=23)=[CH:7][CH:8]=1, predict the reactants needed to synthesize it. The reactants are: [C:1]([C:3]1[CH:8]=[CH:7][C:6]([C:9]2[C:14]([C:15]#[N:16])=[C:13]([C:17]3[CH:22]=[CH:21][C:20]([OH:23])=[CH:19][C:18]=3[F:24])[N:12]=[C:11]3[NH:25][N:26]=[CH:27][C:10]=23)=[CH:5][CH:4]=1)#[N:2].[N-:28]=[N+:29]=[N-:30].[Na+].C([Sn](Cl)(CCCC)CCCC)CCC.Cl. (3) Given the product [F:1][C:2]1[CH:3]=[C:4]([CH:5]=[CH:6][C:7]=1[O:8][C:9]1[CH:14]=[CH:13][N:12]=[C:11]([C:15]([F:16])([F:17])[F:18])[CH:10]=1)[CH2:19][O:20][C:22]1[CH:33]=[C:26]2[N:27]([CH3:32])[C@H:28]([CH3:31])[CH2:29][CH2:30][N:25]2[C:24](=[O:34])[N:23]=1, predict the reactants needed to synthesize it. The reactants are: [F:1][C:2]1[CH:3]=[C:4]([CH2:19][OH:20])[CH:5]=[CH:6][C:7]=1[O:8][C:9]1[CH:14]=[CH:13][N:12]=[C:11]([C:15]([F:18])([F:17])[F:16])[CH:10]=1.Cl[C:22]1[CH:33]=[C:26]2[N:27]([CH3:32])[C@H:28]([CH3:31])[CH2:29][CH2:30][N:25]2[C:24](=[O:34])[N:23]=1.